Predict the product of the given reaction. From a dataset of Forward reaction prediction with 1.9M reactions from USPTO patents (1976-2016). Given the reactants S(C1C=CC(C)=CC=1)(O)(=O)=O.[CH3:12][C:13]([NH2:17])([CH3:16])[CH2:14][NH2:15].[CH3:18][O:19][C:20]1[CH:21]=[C:22]([CH:26]([C:30]2[CH:35]=[CH:34][CH:33]=[CH:32][N:31]=2)[CH2:27][C:28]#N)[CH:23]=[CH:24][CH:25]=1, predict the reaction product. The product is: [CH3:12][C:13]1([CH3:16])[CH2:14][NH:15][C:28]([CH2:27][CH:26]([C:30]2[CH:35]=[CH:34][CH:33]=[CH:32][N:31]=2)[C:22]2[CH:23]=[CH:24][CH:25]=[C:20]([O:19][CH3:18])[CH:21]=2)=[N:17]1.